This data is from Forward reaction prediction with 1.9M reactions from USPTO patents (1976-2016). The task is: Predict the product of the given reaction. Given the reactants [F:1][C:2]1[C:7]2[C:8]([C:14]3[CH:19]=[CH:18][C:17]([F:20])=[CH:16][CH:15]=3)=[N:9][C:10]([CH3:13])([CH3:12])[O:11][C:6]=2[CH:5]=[C:4]([NH:21]C(=O)OC(C)(C)C)[CH:3]=1.C(=O)(O)[O-].[Na+], predict the reaction product. The product is: [F:1][C:2]1[C:7]2[C:8]([C:14]3[CH:19]=[CH:18][C:17]([F:20])=[CH:16][CH:15]=3)=[N:9][C:10]([CH3:13])([CH3:12])[O:11][C:6]=2[CH:5]=[C:4]([NH2:21])[CH:3]=1.